From a dataset of Reaction yield outcomes from USPTO patents with 853,638 reactions. Predict the reaction yield, written as a fraction of the theoretical maximum amount of product (1.0 means a 100% yield; for example, 0.34 means a 34% yield). (1) The reactants are Br[C:2]1[C:7](=[O:8])[N:6]([CH2:9][C:10]2[CH:15]=[CH:14][C:13]([C:16]3[C:17]([C:22]#[N:23])=[CH:18][CH:19]=[CH:20][CH:21]=3)=[CH:12][CH:11]=2)[C:5]([CH2:24][CH2:25][CH2:26][CH3:27])=[N:4][C:3]=1[CH:28]1[CH2:30][CH2:29]1.[CH2:31]([O:33][C:34]1[CH:39]=[CH:38][C:37](B(O)O)=[CH:36][CH:35]=1)[CH3:32].C(=O)([O-])[O-].[Cs+].[Cs+]. The catalyst is O1CCOCC1.C(OCC)(=O)C.C1C=CC(P(C2C=CC=CC=2)[C-]2C=CC=C2)=CC=1.C1C=CC(P(C2C=CC=CC=2)[C-]2C=CC=C2)=CC=1.Cl[Pd]Cl.[Fe+2]. The product is [CH2:24]([C:5]1[N:6]([CH2:9][C:10]2[CH:11]=[CH:12][C:13]([C:16]3[C:17]([C:22]#[N:23])=[CH:18][CH:19]=[CH:20][CH:21]=3)=[CH:14][CH:15]=2)[C:7](=[O:8])[C:2]([C:37]2[CH:38]=[CH:39][C:34]([O:33][CH2:31][CH3:32])=[CH:35][CH:36]=2)=[C:3]([CH:28]2[CH2:29][CH2:30]2)[N:4]=1)[CH2:25][CH2:26][CH3:27]. The yield is 0.700. (2) The reactants are Br[CH2:2][C@@:3]1([OH:27])[C@@H:8]([CH3:9])[CH2:7][C:6]([C:10]2[CH:15]=[CH:14][N:13]=[CH:12][C:11]=2[N+:16]([O-:18])=[O:17])=[CH:5][C@H:4]1[O:19][Si:20]([C:23]([CH3:26])([CH3:25])[CH3:24])([CH3:22])[CH3:21].C(=O)([O-])[O-].[K+].[K+]. The catalyst is CO.O. The product is [Si:20]([O:19][C@@H:4]1[CH:5]=[C:6]([C:10]2[CH:15]=[CH:14][N:13]=[CH:12][C:11]=2[N+:16]([O-:18])=[O:17])[CH2:7][C@H:8]([CH3:9])[C@:3]21[O:27][CH2:2]2)([C:23]([CH3:26])([CH3:25])[CH3:24])([CH3:22])[CH3:21]. The yield is 0.990. (3) The reactants are [Cl-].O[NH3+:3].[C:4](=[O:7])([O-])[OH:5].[Na+].CS(C)=O.[S:13]1[C:17]2[CH:18]=[CH:19][CH:20]=[CH:21][C:16]=2[CH:15]=[C:14]1[CH2:22][N:23]1[C:28](=[O:29])[C:27]([CH2:30][C:31]2[CH:36]=[CH:35][C:34]([C:37]3[C:38]([C:43]#[N:44])=[CH:39][CH:40]=[CH:41][CH:42]=3)=[CH:33][CH:32]=2)=[C:26]([CH2:45][CH2:46][CH2:47][CH3:48])[N:25]=[C:24]1[CH3:49]. The catalyst is C(OCC)(=O)C. The product is [S:13]1[C:17]2[CH:18]=[CH:19][CH:20]=[CH:21][C:16]=2[CH:15]=[C:14]1[CH2:22][N:23]1[C:28](=[O:29])[C:27]([CH2:30][C:31]2[CH:36]=[CH:35][C:34]([C:37]3[CH:42]=[CH:41][CH:40]=[CH:39][C:38]=3[C:43]3[NH:3][C:4](=[O:7])[O:5][N:44]=3)=[CH:33][CH:32]=2)=[C:26]([CH2:45][CH2:46][CH2:47][CH3:48])[N:25]=[C:24]1[CH3:49]. The yield is 0.510. (4) The reactants are CC1(C)CCCC(C)(C)N1.[CH2:11]([Li])[CH2:12][CH2:13][CH3:14].C1(N=C[C:24]2[CH:29]=[CH:28][CH:27]=[C:26]([O:30]C)C=2)CCCCC1.ICC.[NH4+].[Cl-].Cl.C1C[O:41][CH2:40]C1. The catalyst is O. The product is [CH2:13]([C:12]1[C:11]([O:41][CH3:40])=[CH:24][CH:29]=[CH:28][C:27]=1[CH:26]=[O:30])[CH3:14]. The yield is 0.630. (5) The reactants are Cl[C:2]1[N:7]=[C:6]([NH:8][CH2:9][CH2:10][N:11]([CH3:13])[CH3:12])[N:5]=[C:4]2[N:14]([C:19]3[C:24]([F:25])=[CH:23][CH:22]=[CH:21][C:20]=3[F:26])[C:15](=[O:18])[NH:16][CH2:17][C:3]=12.O.C(=O)([O-])[O-].[K+].[K+].CC1(C)C(C)(C)OB([C:42]2[CH:50]=[CH:49][C:45]([C:46]([OH:48])=[O:47])=[CH:44][CH:43]=2)O1. The catalyst is O1CCOCC1.C1C=CC([P]([Pd]([P](C2C=CC=CC=2)(C2C=CC=CC=2)C2C=CC=CC=2)([P](C2C=CC=CC=2)(C2C=CC=CC=2)C2C=CC=CC=2)[P](C2C=CC=CC=2)(C2C=CC=CC=2)C2C=CC=CC=2)(C2C=CC=CC=2)C2C=CC=CC=2)=CC=1. The product is [F:26][C:20]1[CH:21]=[CH:22][CH:23]=[C:24]([F:25])[C:19]=1[N:14]1[C:4]2[N:5]=[C:6]([NH:8][CH2:9][CH2:10][N:11]([CH3:13])[CH3:12])[N:7]=[C:2]([C:42]3[CH:50]=[CH:49][C:45]([C:46]([OH:48])=[O:47])=[CH:44][CH:43]=3)[C:3]=2[CH2:17][NH:16][C:15]1=[O:18]. The yield is 0.770. (6) No catalyst specified. The yield is 0.750. The reactants are [NH:1]1[CH:5]=[N:4][CH:3]=[N:2]1.[O:6]=P(Cl)(Cl)Cl.C([O:14][C@@H:15]1[C@H:19]([O:20]C(=O)C)[C@@H:18]([CH:24]([C:26]([C:43]2[CH:48]=[CH:47][CH:46]=[CH:45][CH:44]=2)([C:35]2[CH:40]=[CH:39][C:38]([O:41][CH3:42])=[CH:37][CH:36]=2)[C:27]2[CH:32]=[CH:31][C:30]([O:33][CH3:34])=[CH:29][CH:28]=2)[OH:25])[S:17][C@H:16]1N1C=CC(=O)NC1=O)(=O)C.[C:57](#N)[CH3:58]. The product is [CH3:34][O:33][C:30]1[CH:31]=[CH:32][C:27]([C:26]([CH:24]([OH:25])[C@H:18]2[S:17][C@@H:16]([N:2]3[CH:58]=[CH:57][C:5]([NH2:1])=[N:4][C:3]3=[O:6])[C@H:15]([OH:14])[C@@H:19]2[OH:20])([C:43]2[CH:48]=[CH:47][CH:46]=[CH:45][CH:44]=2)[C:35]2[CH:36]=[CH:37][C:38]([O:41][CH3:42])=[CH:39][CH:40]=2)=[CH:28][CH:29]=1. (7) The yield is 0.410. The product is [C:26]1([CH:4]2[O:9][C:8](=[O:10])[NH:7][CH2:6][CH2:5]2)[CH:27]=[CH:28][CH:29]=[CH:30][CH:31]=1. The reactants are C([C@@:4]1([C:26]2[CH:31]=[CH:30][CH:29]=[CH:28][CH:27]=2)[O:9][C:8](=[O:10])[N:7]([C@H](C2C=CC(C3C=NC(N)=CC=3)=CC=2)C)[CH2:6][CH2:5]1)C=C. The catalyst is O1CCCC1. (8) The reactants are [OH:1][CH2:2][C:3]1[N:4]([C:14]2[CH:19]=[CH:18][CH:17]=[CH:16][CH:15]=2)[C:5](=[O:13])[C:6]2[N:7]([CH:9]=[CH:10][C:11]=2[CH3:12])[CH:8]=1. The catalyst is C(Cl)Cl.O=[Mn]=O. The product is [CH3:12][C:11]1[CH:10]=[CH:9][N:7]2[CH:8]=[C:3]([CH:2]=[O:1])[N:4]([C:14]3[CH:15]=[CH:16][CH:17]=[CH:18][CH:19]=3)[C:5](=[O:13])[C:6]=12. The yield is 0.630.